Dataset: Forward reaction prediction with 1.9M reactions from USPTO patents (1976-2016). Task: Predict the product of the given reaction. (1) Given the reactants [C:1]([Si:5]([CH3:16])([CH3:15])[O:6][C:7]1[CH:8]=[CH:9][C:10]([F:14])=[C:11]([OH:13])[CH:12]=1)([CH3:4])([CH3:3])[CH3:2].[Si:17](Cl)([C:30]([CH3:33])([CH3:32])[CH3:31])([C:24]1[CH:29]=[CH:28][CH:27]=[CH:26][CH:25]=1)[C:18]1[CH:23]=[CH:22][CH:21]=[CH:20][CH:19]=1.N1C=CN=C1, predict the reaction product. The product is: [C:1]([Si:5]([CH3:16])([CH3:15])[O:6][C:7]1[CH:8]=[CH:9][C:10]([F:14])=[C:11]([O:13][Si:17]([C:30]([CH3:33])([CH3:32])[CH3:31])([C:24]2[CH:25]=[CH:26][CH:27]=[CH:28][CH:29]=2)[C:18]2[CH:23]=[CH:22][CH:21]=[CH:20][CH:19]=2)[CH:12]=1)([CH3:4])([CH3:3])[CH3:2]. (2) Given the reactants [CH2:1]([C@@H:3]([CH2:6][CH2:7][CH3:8])[CH2:4][OH:5])[CH3:2].CCN(CC)CC.[CH3:16][S:17](Cl)(=[O:19])=[O:18], predict the reaction product. The product is: [CH2:1]([C@@H:3]([CH2:6][CH2:7][CH3:8])[CH2:4][O:5][S:17]([CH3:16])(=[O:19])=[O:18])[CH3:2]. (3) Given the reactants [CH3:1][C:2]1[N:6]2[C:7]3[CH:17]=[CH:16][CH:15]=[CH:14][C:8]=3[NH:9][CH2:10][C:11]3([CH2:13][CH2:12]3)[C:5]2=[N:4][N:3]=1.[Cl:18][C:19]1[CH:24]=[CH:23][C:22](I)=[CH:21][CH:20]=1.C1(P(C2CCCCC2)C2C=CC=CC=2C2C(OC)=CC=CC=2OC)CCCCC1.C(=O)([O-])[O-].[Cs+].[Cs+], predict the reaction product. The product is: [Cl:18][C:19]1[CH:24]=[CH:23][C:22]([N:9]2[CH2:10][C:11]3([CH2:12][CH2:13]3)[C:5]3=[N:4][N:3]=[C:2]([CH3:1])[N:6]3[C:7]3[CH:17]=[CH:16][CH:15]=[CH:14][C:8]2=3)=[CH:21][CH:20]=1. (4) Given the reactants [Cl:1][C:2]1[C:3]([O:12][C:13]2[CH:18]=[C:17]([O:19][CH:20]([CH3:22])[CH3:21])[CH:16]=[CH:15][C:14]=2[CH2:23][CH2:24][CH2:25][CH:26]2OCC[O:27]2)=[N:4][CH:5]=[C:6]([C:8]([F:11])([F:10])[F:9])[CH:7]=1.Cl.[OH-].[Na+], predict the reaction product. The product is: [Cl:1][C:2]1[C:3]([O:12][C:13]2[CH:18]=[C:17]([O:19][CH:20]([CH3:21])[CH3:22])[CH:16]=[CH:15][C:14]=2[CH2:23][CH2:24][CH2:25][CH:26]=[O:27])=[N:4][CH:5]=[C:6]([C:8]([F:11])([F:10])[F:9])[CH:7]=1.